This data is from Full USPTO retrosynthesis dataset with 1.9M reactions from patents (1976-2016). The task is: Predict the reactants needed to synthesize the given product. (1) Given the product [CH2:1]([C@H:8]([NH:19][C:20](=[O:43])[O:21][NH:22][C:23](=[O:42])[C@@H:24]([NH:29][C:30]([C:32]1[CH:41]=[CH:40][C:39]2[C:34](=[CH:35][CH:36]=[CH:37][CH:38]=2)[N:33]=1)=[O:31])[CH2:25][C:26]([NH2:28])=[O:27])[C@H:9]([OH:18])[CH2:10][N:11]([O:12][CH:13]1[CH2:14][CH2:15][CH2:16][CH2:17]1)[S:72]([C:69]1[CH:70]=[C:71]2[C:66]([CH:65]=[N:64][NH:63]2)=[CH:67][CH:68]=1)(=[O:74])=[O:73])[C:2]1[CH:7]=[CH:6][CH:5]=[CH:4][CH:3]=1, predict the reactants needed to synthesize it. The reactants are: [CH2:1]([C@H:8]([NH:19][C:20](=[O:43])[O:21][NH:22][C:23](=[O:42])[C@@H:24]([NH:29][C:30]([C:32]1[CH:41]=[CH:40][C:39]2[C:34](=[CH:35][CH:36]=[CH:37][CH:38]=2)[N:33]=1)=[O:31])[CH2:25][C:26]([NH2:28])=[O:27])[C@H:9]([OH:18])[CH2:10][NH:11][O:12][CH:13]1[CH2:17][CH2:16][CH2:15][CH2:14]1)[C:2]1[CH:7]=[CH:6][CH:5]=[CH:4][CH:3]=1.C([N:63]1[C:71]2[C:66](=[CH:67][CH:68]=[C:69]([S:72](Cl)(=[O:74])=[O:73])[CH:70]=2)[CH:65]=[N:64]1)(C1C=CC=CC=1)(C1C=CC=CC=1)C1C=CC=CC=1.C(N(C(C)C)CC)(C)C. (2) Given the product [C:23]([NH:22][C:16]1[N:15]([CH3:29])[C:14]([S:13][C:5]2[C:4]([Br:3])=[CH:12][C:8]3[O:9][CH2:10][O:11][C:7]=3[CH:6]=2)=[N:18][C:17]=1[C:19]([NH2:21])=[O:20])(=[O:25])[CH3:24], predict the reactants needed to synthesize it. The reactants are: [Li+].[OH-].[Br:3][C:4]1[C:5]([S:13][C:14]2[N:15]([CH3:29])[C:16]([N:22](C(=O)C)[C:23](=[O:25])[CH3:24])=[C:17]([C:19]([NH2:21])=[O:20])[N:18]=2)=[CH:6][C:7]2[O:11][CH2:10][O:9][C:8]=2[CH:12]=1.O.Cl. (3) Given the product [CH3:19][O:18][C:16]([C:15]1[C:14](=[O:21])[N:13]([CH2:22][C:23]2[CH:28]=[CH:27][CH:26]=[CH:25][CH:24]=2)[N:6]2[C:7]([Cl:12])=[C:8]([Cl:11])[C:9]([Cl:10])=[C:5]2[C:3]=1[OH:2])=[O:17], predict the reactants needed to synthesize it. The reactants are: C[O:2][C:3]([C:5]1[N:6]([N:13]([CH2:22][C:23]2[CH:28]=[CH:27][CH:26]=[CH:25][CH:24]=2)[C:14](=[O:21])[CH2:15][C:16]([O:18][CH2:19]C)=[O:17])[C:7]([Cl:12])=[C:8]([Cl:11])[C:9]=1[Cl:10])=O.C[O-].[Na+]. (4) Given the product [Cl:1][C:2]1[CH:3]=[C:4]([C:12]2[S:13][C:14]([CH3:28])=[C:15]([CH2:17][N:18]3[CH:22]=[C:21]([C:23]([OH:25])=[O:24])[CH:20]=[N:19]3)[N:16]=2)[CH:5]=[C:6]([C:8]([F:9])([F:11])[F:10])[CH:7]=1, predict the reactants needed to synthesize it. The reactants are: [Cl:1][C:2]1[CH:3]=[C:4]([C:12]2[S:13][C:14]([CH3:28])=[C:15]([CH2:17][N:18]3[CH:22]=[C:21]([C:23]([O:25]CC)=[O:24])[CH:20]=[N:19]3)[N:16]=2)[CH:5]=[C:6]([C:8]([F:11])([F:10])[F:9])[CH:7]=1.[OH-].[Na+].O. (5) Given the product [CH3:1][O:2][C:3](=[O:15])[CH2:4][CH:5]([C:6]1[CH:14]=[C:13]2[C:9]([CH:10]=[CH:11][NH:12]2)=[CH:8][CH:7]=1)[C:21]1[CH:20]=[CH:19][CH:18]=[C:17]([Cl:16])[CH:22]=1, predict the reactants needed to synthesize it. The reactants are: [CH3:1][O:2][C:3](=[O:15])[CH:4]=[CH:5][C:6]1[CH:14]=[C:13]2[C:9]([CH:10]=[CH:11][NH:12]2)=[CH:8][CH:7]=1.[Cl:16][C:17]1[CH:18]=[C:19](B(O)O)[CH:20]=[CH:21][CH:22]=1. (6) Given the product [CH3:1][C:2]1[CH:3]=[C:4]2[N:9]([CH:10]=1)[C:8]1[CH:11]=[CH:12][CH:13]=[CH:14][C:7]=1[O:6][C:5]12[CH2:19][CH2:18][NH:17][CH2:16][CH2:15]1, predict the reactants needed to synthesize it. The reactants are: [CH3:1][C:2]1[CH:3]=[C:4]2[N:9]([CH:10]=1)[C:8]1[CH:11]=[CH:12][CH:13]=[CH:14][C:7]=1[O:6][C:5]12[CH2:19][CH2:18][N:17](C(OC(C)(C)C)=O)[CH2:16][CH2:15]1.Cl.O1CCOCC1.